Dataset: Reaction yield outcomes from USPTO patents with 853,638 reactions. Task: Predict the reaction yield, written as a fraction of the theoretical maximum amount of product (1.0 means a 100% yield; for example, 0.34 means a 34% yield). (1) The reactants are [Cl:1][C:2]1[C:3]([CH:12]=[O:13])=[N:4][CH:5]=[C:6]([C:8]([F:11])([F:10])[F:9])[CH:7]=1.[S:14]([OH:18])([CH3:17])(=[O:16])=[O:15].[CH2:19](O)[CH2:20][CH:21]=[CH2:22]. The catalyst is C(Cl)Cl. The product is [CH3:17][S:14]([O:18][CH:20]1[CH2:21][CH2:22][O:13][CH:12]([C:3]2[C:2]([Cl:1])=[CH:7][C:6]([C:8]([F:11])([F:9])[F:10])=[CH:5][N:4]=2)[CH2:19]1)(=[O:16])=[O:15]. The yield is 0.660. (2) The reactants are Br[C:2]1[CH:7]=[CH:6][C:5]([S:8][CH3:9])=[CH:4][CH:3]=1.[Mg].II.[OH:13][C:14]1[CH:21]=[C:20]([C:22]([O:24][CH3:25])=[O:23])[CH:19]=[CH:18][C:15]=1[CH:16]=[O:17].[Cl-].[NH4+]. The catalyst is O1CCCC1.C(OCC)(=O)C. The product is [OH:13][C:14]1[CH:21]=[C:20]([CH:19]=[CH:18][C:15]=1[CH:16]([OH:17])[C:2]1[CH:7]=[CH:6][C:5]([S:8][CH3:9])=[CH:4][CH:3]=1)[C:22]([O:24][CH3:25])=[O:23]. The yield is 1.00. (3) The reactants are C([O:4][CH2:5][C:6]([N:8]1[CH2:13][CH2:12][CH:11]([C:14]2[NH:15][C:16]([C:31]3[CH:36]=[CH:35][C:34]([F:37])=[CH:33][C:32]=3[F:38])=[C:17]([C:19]3[CH:20]=[CH:21][C:22]4[N:23]([C:25]([CH:28]([CH3:30])[CH3:29])=[N:26][N:27]=4)[N:24]=3)[N:18]=2)[CH2:10][CH2:9]1)=[O:7])(=O)C.[OH-].[Na+].Cl. The product is [F:38][C:32]1[CH:33]=[C:34]([F:37])[CH:35]=[CH:36][C:31]=1[C:16]1[NH:15][C:14]([CH:11]2[CH2:12][CH2:13][N:8]([C:6](=[O:7])[CH2:5][OH:4])[CH2:9][CH2:10]2)=[N:18][C:17]=1[C:19]1[CH:20]=[CH:21][C:22]2[N:23]([C:25]([CH:28]([CH3:30])[CH3:29])=[N:26][N:27]=2)[N:24]=1. The catalyst is C1COCC1. The yield is 0.800. (4) The reactants are Br[C:2]1[CH:7]=[CH:6][C:5](/[CH:8]=[CH:9]/[C:10]2[N:11]([CH2:23][CH3:24])[CH:12]=[C:13]([C:15]3[CH:20]=[CH:19][C:18]([Cl:21])=[CH:17][C:16]=3[Cl:22])[N:14]=2)=[CH:4][CH:3]=1.[CH3:25][O:26][C:27]1[CH:32]=[CH:31][C:30](B(O)O)=[CH:29][CH:28]=1. No catalyst specified. The product is [Cl:22][C:16]1[CH:17]=[C:18]([Cl:21])[CH:19]=[CH:20][C:15]=1[C:13]1[N:14]=[C:10](/[CH:9]=[CH:8]/[C:5]2[CH:6]=[CH:7][C:2]([C:30]3[CH:31]=[CH:32][C:27]([O:26][CH3:25])=[CH:28][CH:29]=3)=[CH:3][CH:4]=2)[N:11]([CH2:23][CH3:24])[CH:12]=1. The yield is 0.660. (5) The reactants are [O:1]1[CH2:6][CH2:5][N:4]([C:7]2[CH:15]=[C:14]3[C:10]([C:11]([CH:16]=[O:17])=[CH:12][NH:13]3)=[CH:9][CH:8]=2)[CH2:3][CH2:2]1.[C:18](O[C:18]([O:20][C:21]([CH3:24])([CH3:23])[CH3:22])=[O:19])([O:20][C:21]([CH3:24])([CH3:23])[CH3:22])=[O:19].C(N(CC)CC)C. The catalyst is ClCCl.CN(C1C=CN=CC=1)C. The product is [CH:16]([C:11]1[C:10]2[C:14](=[CH:15][C:7]([N:4]3[CH2:5][CH2:6][O:1][CH2:2][CH2:3]3)=[CH:8][CH:9]=2)[N:13]([C:18]([O:20][C:21]([CH3:24])([CH3:23])[CH3:22])=[O:19])[CH:12]=1)=[O:17]. The yield is 0.940. (6) The reactants are [F:1][C:2]([F:24])([F:23])[C:3]1[CH:4]=[C:5]([C@H:13]2[O:17][C@@H:16]([CH2:18][CH2:19][C:20]([O-:22])=[O:21])[CH2:15][CH2:14]2)[CH:6]=[C:7]([C:9]([F:12])([F:11])[F:10])[CH:8]=1.[NH2:25][C:26]([CH2:31][OH:32])([CH2:29][OH:30])[CH2:27][OH:28]. The catalyst is CO.O. The product is [NH2:25][C:26]([CH2:31][OH:32])([CH2:29][OH:30])[CH2:27][OH:28].[F:11][C:9]([F:10])([F:12])[C:7]1[CH:6]=[C:5]([C@H:13]2[O:17][C@@H:16]([CH2:18][CH2:19][C:20]([OH:22])=[O:21])[CH2:15][CH2:14]2)[CH:4]=[C:3]([C:2]([F:24])([F:1])[F:23])[CH:8]=1. The yield is 0.940.